Dataset: Reaction yield outcomes from USPTO patents with 853,638 reactions. Task: Predict the reaction yield, written as a fraction of the theoretical maximum amount of product (1.0 means a 100% yield; for example, 0.34 means a 34% yield). (1) The reactants are [F:1][C:2]([F:25])([F:24])[C:3]1[CH:19]=[C:18]([C:20]([F:23])([F:22])[F:21])[CH:17]=[CH:16][C:4]=1[CH2:5][O:6][C:7]1[CH:14]=[CH:13][C:10]([CH:11]=O)=[C:9]([Cl:15])[CH:8]=1.[S:26]1[CH2:30][C:29](=[O:31])[NH:28][C:27]1=[O:32].N1CCCCC1. The catalyst is C(O)C. The product is [F:25][C:2]([F:1])([F:24])[C:3]1[CH:19]=[C:18]([C:20]([F:23])([F:22])[F:21])[CH:17]=[CH:16][C:4]=1[CH2:5][O:6][C:7]1[CH:14]=[CH:13][C:10](/[CH:11]=[C:30]2/[C:29](=[O:31])[NH:28][C:27](=[O:32])[S:26]/2)=[C:9]([Cl:15])[CH:8]=1. The yield is 0.440. (2) The catalyst is CC(N(C)C)=O. The yield is 0.730. The reactants are [Br:1][C:2]1[C:11]([OH:12])=[CH:10][CH:9]=[C:8]2[C:3]=1[CH:4]=[CH:5][C:6]([CH3:13])=[N:7]2.[CH2:14]([O:18][CH2:19][C:20]1[CH:25]=[CH:24][CH:23]=[CH:22][CH:21]=1)[C@@H:15]1[O:17][CH2:16]1.C(N(CC)CC)C.O. The product is [CH2:19]([O:18][CH2:14][C@H:15]([OH:17])[CH2:16][O:12][C:11]1[C:2]([Br:1])=[C:3]2[C:8](=[CH:9][CH:10]=1)[N:7]=[C:6]([CH3:13])[CH:5]=[CH:4]2)[C:20]1[CH:25]=[CH:24][CH:23]=[CH:22][CH:21]=1.